From a dataset of Catalyst prediction with 721,799 reactions and 888 catalyst types from USPTO. Predict which catalyst facilitates the given reaction. (1) Reactant: [F:1][C:2]1[CH:3]=[C:4]([CH:14]=[CH:15][C:16]=1[C:17]1[CH:22]=[CH:21][C:20](=[O:23])[N:19]([CH3:24])[CH:18]=1)[CH2:5][NH:6]C(=O)OC(C)(C)C.FC(F)(F)C(O)=O. Product: [NH2:6][CH2:5][C:4]1[CH:14]=[CH:15][C:16]([C:17]2[CH:22]=[CH:21][C:20](=[O:23])[N:19]([CH3:24])[CH:18]=2)=[C:2]([F:1])[CH:3]=1. The catalyst class is: 4. (2) Reactant: [CH3:1][S:2]([NH2:5])(=[O:4])=[O:3].[H-].[Na+].[C:8]([C:10]1[CH:11]=[C:12]([CH:16]2[CH2:25][C:24]([CH3:27])([CH3:26])[C:23]3[C:18](=[CH:19][CH:20]=[C:21]([C:28](O)=[O:29])[CH:22]=3)[NH:17]2)[CH:13]=[CH:14][CH:15]=1)#[N:9].C(N1C=CN=C1)(N1C=CN=C1)=O. Product: [C:8]([C:10]1[CH:11]=[C:12]([CH:16]2[CH2:25][C:24]([CH3:26])([CH3:27])[C:23]3[C:18](=[CH:19][CH:20]=[C:21]([C:28]([NH:5][S:2]([CH3:1])(=[O:4])=[O:3])=[O:29])[CH:22]=3)[NH:17]2)[CH:13]=[CH:14][CH:15]=1)#[N:9]. The catalyst class is: 35. (3) Reactant: [Br:1][C:2]1[CH:3]=[C:4]2[C:8](=[C:9]([C:11]([NH2:13])=[O:12])[CH:10]=1)[NH:7][CH:6]=[CH:5]2.O=[C:15]1[CH2:20][CH2:19][N:18]([C:21]([O:23][C:24]([CH3:27])([CH3:26])[CH3:25])=[O:22])[CH2:17][CH2:16]1.C[O-].[Na+]. Product: [NH2:13][C:11]([C:9]1[CH:10]=[C:2]([Br:1])[CH:3]=[C:4]2[C:8]=1[NH:7][CH:6]=[C:5]2[C:15]1[CH2:20][CH2:19][N:18]([C:21]([O:23][C:24]([CH3:27])([CH3:26])[CH3:25])=[O:22])[CH2:17][CH:16]=1)=[O:12]. The catalyst class is: 5. (4) Reactant: C[C:2](O)=[O:3].[F:5][C:6]1[CH:7]=[CH:8][C:9]([CH2:12][O:13][C:14]2[CH:19]=[CH:18][N:17]([C:20]3[CH:21]=[CH:22][C:23]4[C:24]5[CH2:33][CH2:32][NH:31][CH2:30][CH2:29][C:25]=5[NH:26][C:27]=4[CH:28]=3)[C:16](=[O:34])[CH:15]=2)=[N:10][CH:11]=1.[CH2:35]([Cl:37])[Cl:36].[CH3:38][C:39]([CH3:41])=O. Product: [CH2:35]([Cl:37])[Cl:36].[CH3:2][OH:3].[NH4+:10].[OH-:13].[F:5][C:6]1[CH:7]=[CH:8][C:9]([CH2:12][O:13][C:14]2[CH:19]=[CH:18][N:17]([C:20]3[CH:21]=[CH:22][C:23]4[C:24]5[CH2:33][CH2:32][N:31]([CH:39]([CH3:41])[CH3:38])[CH2:30][CH2:29][C:25]=5[NH:26][C:27]=4[CH:28]=3)[C:16](=[O:34])[CH:15]=2)=[N:10][CH:11]=1. The catalyst class is: 21. (5) Reactant: [Cl:1][C:2]1[C:7]([O:8][CH3:9])=[CH:6][C:5]([O:10][CH3:11])=[C:4]([Cl:12])[C:3]=1[C:13]1[C:24](=[O:25])[N:23]([CH2:26][CH2:27][N:28]2[CH2:33][CH2:32][NH:31][CH2:30][CH2:29]2)[C:16]2[N:17]=[C:18]([NH:21][CH3:22])[N:19]=[CH:20][C:15]=2[CH:14]=1.[C:34](O)(=[O:37])[CH:35]=[CH2:36].CN(C(ON1N=NC2C=CC=NC1=2)=[N+](C)C)C.F[P-](F)(F)(F)(F)F. Product: [C:34]([N:31]1[CH2:32][CH2:33][N:28]([CH2:27][CH2:26][N:23]2[C:16]3[N:17]=[C:18]([NH:21][CH3:22])[N:19]=[CH:20][C:15]=3[CH:14]=[C:13]([C:3]3[C:4]([Cl:12])=[C:5]([O:10][CH3:11])[CH:6]=[C:7]([O:8][CH3:9])[C:2]=3[Cl:1])[C:24]2=[O:25])[CH2:29][CH2:30]1)(=[O:37])[CH:35]=[CH2:36]. The catalyst class is: 3. (6) Product: [CH2:1]([O:4][C:5]1([CH3:42])[CH2:10][CH2:9][N:8]([C:11]2[N:16]3[N:17]=[C:18]([NH2:20])[CH:19]=[C:15]3[N:14]=[C:13]([CH3:30])[C:12]=2[C@H:31]([O:37][C:38]([CH3:41])([CH3:40])[CH3:39])[C:32]([O:34][CH2:35][CH3:36])=[O:33])[CH2:7][CH2:6]1)[CH:2]=[CH2:3]. The catalyst class is: 1. Reactant: [CH2:1]([O:4][C:5]1([CH3:42])[CH2:10][CH2:9][N:8]([C:11]2[N:16]3[N:17]=[C:18]([NH:20]C(OCC[Si](C)(C)C)=O)[CH:19]=[C:15]3[N:14]=[C:13]([CH3:30])[C:12]=2[C@H:31]([O:37][C:38]([CH3:41])([CH3:40])[CH3:39])[C:32]([O:34][CH2:35][CH3:36])=[O:33])[CH2:7][CH2:6]1)[CH:2]=[CH2:3].CCCC[N+](CCCC)(CCCC)CCCC.[F-]. (7) Reactant: [CH3:1][C:2]1[C:7]([N+:8]([O-:10])=[O:9])=[CH:6][N:5]=[C:4]([NH2:11])[CH:3]=1.CO[CH:14](OC)[N:15]([CH3:17])[CH3:16]. Product: [CH3:14][N:15]([CH3:17])/[CH:16]=[CH:1]/[C:2]1[C:7]([N+:8]([O-:10])=[O:9])=[CH:6][N:5]=[C:4](/[N:11]=[CH:14]/[N:15]([CH3:17])[CH3:16])[CH:3]=1. The catalyst class is: 3. (8) Reactant: F[C:2]1[CH:7]=[CH:6][C:5]([N+:8]([O-:10])=[O:9])=[CH:4][CH:3]=1.[N:11]1[CH:16]=[CH:15][CH:14]=[CH:13][C:12]=1[CH2:17][CH2:18][NH2:19].C(N(CC)CC)C.C(OCC)(=O)C. Product: [N+:8]([C:5]1[CH:6]=[CH:7][C:2]([NH:19][CH2:18][CH2:17][C:12]2[CH:13]=[CH:14][CH:15]=[CH:16][N:11]=2)=[CH:3][CH:4]=1)([O-:10])=[O:9]. The catalyst class is: 35. (9) Reactant: [O:1]1[CH2:6][CH2:5][N:4]([C:7]2[CH:18]=[CH:17][C:10]([C:11]([O:13]C(C)C)=[O:12])=[CH:9][N:8]=2)[CH2:3][CH2:2]1.Cl. Product: [O:1]1[CH2:6][CH2:5][N:4]([C:7]2[CH:18]=[CH:17][C:10]([C:11]([OH:13])=[O:12])=[CH:9][N:8]=2)[CH2:3][CH2:2]1. The catalyst class is: 74. (10) Reactant: C1(C)C=CC(S([O-])(=O)=O)=CC=1.[NH+]1C=CC=CC=1.[C:18]([O:21][CH:22]1[C:23]([O:56]C(OCC)C)([CH3:55])[CH2:24][CH2:25][CH:26]([O:49]C(OCC)C)[CH2:27][C:28]([O:30][CH:31](/[C:36](/[CH3:48])=[CH:37]/[CH:38]=[CH:39][CH2:40][CH2:41][CH2:42][CH2:43][CH2:44][CH2:45][CH2:46][CH3:47])[CH:32]([CH3:35])[CH:33]=[CH:34]1)=[O:29])(=[O:20])[CH3:19]. Product: [C:18]([O:21][CH:22]1[C:23]([OH:56])([CH3:55])[CH2:24][CH2:25][CH:26]([OH:49])[CH2:27][C:28]([O:30][CH:31](/[C:36](/[CH3:48])=[CH:37]/[CH:38]=[CH:39][CH2:40][CH2:41][CH2:42][CH2:43][CH2:44][CH2:45][CH2:46][CH3:47])[CH:32]([CH3:35])[CH:33]=[CH:34]1)=[O:29])(=[O:20])[CH3:19]. The catalyst class is: 125.